Dataset: Forward reaction prediction with 1.9M reactions from USPTO patents (1976-2016). Task: Predict the product of the given reaction. (1) Given the reactants [F:1][C:2]1[CH:3]=[C:4]2[C:9](=[CH:10][C:11]=1F)[N:8]([CH2:13][C:14]1[CH:19]=[CH:18][C:17]([C:20]([F:23])([F:22])[F:21])=[CH:16][CH:15]=1)[CH:7]=[C:6]([C:24]#[N:25])[C:5]2=[O:26].[O:27]1[CH2:32][CH2:31][N:30]([CH2:33][CH2:34][NH2:35])[CH2:29][CH2:28]1, predict the reaction product. The product is: [F:1][C:2]1[CH:3]=[C:4]2[C:9](=[CH:10][C:11]=1[NH:35][CH2:34][CH2:33][N:30]1[CH2:31][CH2:32][O:27][CH2:28][CH2:29]1)[N:8]([CH2:13][C:14]1[CH:19]=[CH:18][C:17]([C:20]([F:22])([F:21])[F:23])=[CH:16][CH:15]=1)[CH:7]=[C:6]([C:24]#[N:25])[C:5]2=[O:26]. (2) Given the reactants Br[C:2]1[C:3]([Cl:23])=[C:4]([C:7]2[N:11]3[N:12]=[C:13]([CH3:21])[CH:14]=[C:15]([CH:16]([CH2:19][CH3:20])[CH2:17][CH3:18])[C:10]3=[N:9][C:8]=2[CH3:22])[S:5][CH:6]=1.Br[C:25]1[S:26][CH:27]=[CH:28][N:29]=1, predict the reaction product. The product is: [Cl:23][C:3]1[C:2]([C:25]2[S:26][CH:27]=[CH:28][N:29]=2)=[CH:6][S:5][C:4]=1[C:7]1[N:11]2[N:12]=[C:13]([CH3:21])[CH:14]=[C:15]([CH:16]([CH2:19][CH3:20])[CH2:17][CH3:18])[C:10]2=[N:9][C:8]=1[CH3:22]. (3) Given the reactants [CH2:1]([O:3][C:4](=[O:18])[C:5]([O:8][C:9]1[CH:14]=[CH:13][C:12]([Cl:15])=[CH:11][C:10]=1[CH:16]=O)([CH3:7])[CH3:6])[CH3:2].[Cl:19][C:20]1[CH:28]=[C:27]2[C:23]([CH2:24][C:25](=[O:29])[NH:26]2)=[CH:22][CH:21]=1.N1CCCC1, predict the reaction product. The product is: [CH2:1]([O:3][C:4](=[O:18])[C:5]([O:8][C:9]1[CH:14]=[CH:13][C:12]([Cl:15])=[CH:11][C:10]=1/[CH:16]=[C:24]1\[C:25](=[O:29])[NH:26][C:27]2[C:23]\1=[CH:22][CH:21]=[C:20]([Cl:19])[CH:28]=2)([CH3:7])[CH3:6])[CH3:2]. (4) The product is: [OH:2][C:3]1[CH:4]=[C:5]2[C:10](=[CH:11][CH:12]=1)[C:9](=[O:13])[CH2:8][CH2:7][CH2:6]2. Given the reactants C[O:2][C:3]1[CH:4]=[C:5]2[C:10](=[CH:11][CH:12]=1)[C:9](=[O:13])[CH2:8][CH2:7][CH2:6]2, predict the reaction product. (5) Given the reactants CC(OC(/N=N/C(OC(C)C)=O)=O)C.C1C=CC(P(C2C=CC=CC=2)C2C=CC=CC=2)=CC=1.[Br:34][C:35]1[C:36]2[O:44][CH:43]=[CH:42][C:37]=2[C:38](=[O:41])[NH:39][CH:40]=1.[N:45]1[C:54]2[C:49](=[CH:50][CH:51]=[CH:52][CH:53]=2)[CH:48]=[CH:47][C:46]=1[CH2:55][CH2:56]O, predict the reaction product. The product is: [Br:34][C:35]1[C:36]2[O:44][CH:43]=[CH:42][C:37]=2[C:38](=[O:41])[N:39]([CH2:56][CH2:55][C:46]2[CH:47]=[CH:48][C:49]3[C:54](=[CH:53][CH:52]=[CH:51][CH:50]=3)[N:45]=2)[CH:40]=1. (6) Given the reactants [F:1][C:2]1[CH:3]=[C:4]([C:10]2[CH:11]([CH3:17])[CH2:12][C:13](=[O:16])[NH:14][N:15]=2)[CH:5]=[CH:6][C:7]=1[O:8]C.[Cl-].[Al+3].[Cl-].[Cl-].O, predict the reaction product. The product is: [F:1][C:2]1[CH:3]=[C:4]([C:10]2[CH:11]([CH3:17])[CH2:12][C:13](=[O:16])[NH:14][N:15]=2)[CH:5]=[CH:6][C:7]=1[OH:8]. (7) The product is: [Br:1][C:16]1[C:15]([N+:27]([O-:29])=[O:28])=[CH:14][C:13]([Br:12])=[C:18]([O:19][CH2:20][CH2:21][CH2:22][CH:23]([CH3:25])[CH3:24])[N:17]=1. Given the reactants [BrH:1].N([O-])=O.[K+].C(=O)([O-])[O-].[Na+].[Na+].[Br:12][C:13]1[CH:14]=[C:15]([N+:27]([O-:29])=[O:28])[C:16](N)=[N:17][C:18]=1[O:19][CH2:20][CH2:21][CH2:22][CH:23]([CH3:25])[CH3:24], predict the reaction product. (8) Given the reactants [CH:1]([NH:4][CH:5]([CH3:7])[CH3:6])([CH3:3])C.[CH2:8]([Li])[CH2:9][CH2:10][CH3:11].[CH:13]([N-]C(C)C)(C)C.[Li+].C[C:22]1[CH:27]=[N:26]C=C[N:23]=1, predict the reaction product. The product is: [C:7]1([C:5]2[NH:4][C:1]3=[N:23][CH:22]=[CH:27][N:26]=[C:3]3[CH:6]=2)[CH:13]=[CH:8][CH:9]=[CH:10][CH:11]=1. (9) Given the reactants Br[C:2]1[CH:3]=[C:4]([CH:14]=[CH:15][CH:16]=1)[CH2:5][O:6][Si:7]([C:10]([CH3:13])([CH3:12])[CH3:11])([CH3:9])[CH3:8].[Mg].II.[CH2:20]1[O:23][C@@H:21]1[CH3:22].[Cl-].[NH4+].[OH-].[NH4+], predict the reaction product. The product is: [Si:7]([O:6][CH2:5][C:4]1[CH:3]=[C:2]([CH2:20][CH:21]([OH:23])[CH3:22])[CH:16]=[CH:15][CH:14]=1)([C:10]([CH3:13])([CH3:12])[CH3:11])([CH3:9])[CH3:8].